From a dataset of Reaction yield outcomes from USPTO patents with 853,638 reactions. Predict the reaction yield, written as a fraction of the theoretical maximum amount of product (1.0 means a 100% yield; for example, 0.34 means a 34% yield). (1) The yield is 0.560. The reactants are [CH3:1][C:2]1[O:6][N:5]=[C:4]([C:7]2[CH:12]=[CH:11][CH:10]=[CH:9][CH:8]=2)[C:3]=1[CH2:13][O:14][C:15]1[CH:23]=[CH:22][C:18]([C:19]([OH:21])=O)=[CH:17][N:16]=1.[CH:24]1([S:27]([NH2:30])(=[O:29])=[O:28])[CH2:26][CH2:25]1. No catalyst specified. The product is [CH3:1][C:2]1[O:6][N:5]=[C:4]([C:7]2[CH:8]=[CH:9][CH:10]=[CH:11][CH:12]=2)[C:3]=1[CH2:13][O:14][C:15]1[N:16]=[CH:17][C:18]([C:19]([NH:30][S:27]([CH:24]2[CH2:26][CH2:25]2)(=[O:29])=[O:28])=[O:21])=[CH:22][CH:23]=1. (2) The reactants are Br[C:2]1[CH:7]=[CH:6][CH:5]=[CH:4][N:3]=1.[CH2:8]([N:12]1[N:16]=[C:15]2[CH:17]=[CH:18][CH:19]=[C:20]([Cl:21])[C:14]2=[N:13]1)[CH2:9][C:10]#[CH:11]. No catalyst specified. The product is [Cl:21][C:20]1[C:14]2[C:15](=[N:16][N:12]([CH2:8][CH2:9][C:10]#[C:11][C:2]3[CH:7]=[CH:6][CH:5]=[CH:4][N:3]=3)[N:13]=2)[CH:17]=[CH:18][CH:19]=1. The yield is 0.290. (3) The reactants are [CH3:1][S:2]([O:5][C:6]1[CH:11]=[CH:10][CH:9]=[C:8]([C:12]2([C:20]3[CH:25]=[CH:24][C:23]([F:26])=[C:22](Br)[CH:21]=3)[C:16](=[O:17])[N:15]([CH3:18])[C:14]([NH2:19])=[N:13]2)[CH:7]=1)(=[O:4])=[O:3].[Cl:28][C:29]1[CH:30]=[C:31](B(O)O)[C:32]([F:35])=[N:33][CH:34]=1.C(=O)([O-])[O-].[K+].[K+]. The catalyst is O1CCCC1. The product is [CH3:1][S:2]([O:5][C:6]1[CH:11]=[CH:10][CH:9]=[C:8]([C:12]2([C:20]3[CH:25]=[CH:24][C:23]([F:26])=[C:22]([C:31]4[C:32]([F:35])=[N:33][CH:34]=[C:29]([Cl:28])[CH:30]=4)[CH:21]=3)[C:16](=[O:17])[N:15]([CH3:18])[C:14]([NH2:19])=[N:13]2)[CH:7]=1)(=[O:4])=[O:3]. The yield is 0.0620. (4) No catalyst specified. The yield is 0.390. The reactants are CO[C:3](=[O:24])[C:4]1[CH:9]=[CH:8][C:7]([O:10][CH2:11][C:12]2[C:13]([CH:18]3[CH2:23][CH2:22][CH2:21][CH2:20][CH2:19]3)=[N:14][O:15][C:16]=2[CH3:17])=[N:6][CH:5]=1.[NH2:25][CH:26]1[CH2:31][CH2:30][O:29][CH2:28][CH2:27]1. The product is [CH:18]1([C:13]2[C:12]([CH2:11][O:10][C:7]3[CH:8]=[CH:9][C:4]([C:3]([NH:25][CH:26]4[CH2:31][CH2:30][O:29][CH2:28][CH2:27]4)=[O:24])=[CH:5][N:6]=3)=[C:16]([CH3:17])[O:15][N:14]=2)[CH2:19][CH2:20][CH2:21][CH2:22][CH2:23]1.